Predict the reactants needed to synthesize the given product. From a dataset of Full USPTO retrosynthesis dataset with 1.9M reactions from patents (1976-2016). (1) Given the product [CH2:24]([O:23][C:21](=[O:22])[CH2:20][N:10]1[C:11]2([CH2:17][CH2:16][CH2:15][CH2:14][CH2:13]2)[N:12]=[C:8]([C:5]2[CH:4]=[CH:3][C:2]([Cl:1])=[CH:7][CH:6]=2)[C:9]1=[O:18])[CH3:25], predict the reactants needed to synthesize it. The reactants are: [Cl:1][C:2]1[CH:7]=[CH:6][C:5]([C:8]2[C:9](=[O:18])[NH:10][C:11]3([CH2:17][CH2:16][CH2:15][CH2:14][CH2:13]3)[N:12]=2)=[CH:4][CH:3]=1.Br[CH2:20][C:21]([O:23][CH2:24][CH3:25])=[O:22].C(=O)([O-])[O-].[K+].[K+]. (2) The reactants are: COC1C=CC(C2CCC3C(=CC=C(OC)C=3)C2)=C(CCC2C=CC(O)=CC=2)C=1.Cl.ClCCN(C(C)C)C(C)C.[CH:41]([N:44]([CH:76]([CH3:78])[CH3:77])[CH2:45][CH2:46][O:47][C:48]1[CH:53]=[CH:52][C:51]([CH2:54][CH2:55][C:56]2[CH:61]=[C:60]([O:62]C)[CH:59]=[CH:58][C:57]=2[CH:64]2[CH2:73][CH2:72][C:71]3[C:66](=[CH:67][CH:68]=[C:69]([O:74]C)[CH:70]=3)[CH2:65]2)=[CH:50][CH:49]=1)([CH3:43])[CH3:42]. Given the product [CH:76]([N:44]([CH:41]([CH3:43])[CH3:42])[CH2:45][CH2:46][O:47][C:48]1[CH:49]=[CH:50][C:51]([CH2:54][CH2:55][C:56]2[CH:61]=[C:60]([OH:62])[CH:59]=[CH:58][C:57]=2[CH:64]2[CH2:73][CH2:72][C:71]3[CH:70]=[C:69]([OH:74])[CH:68]=[CH:67][C:66]=3[CH2:65]2)=[CH:52][CH:53]=1)([CH3:78])[CH3:77], predict the reactants needed to synthesize it. (3) Given the product [NH:25]([C:2]1[CH:7]=[CH:6][C:5]2[C:8]3([CH2:23][O:24][C:4]=2[CH:3]=1)[C:16]1[C:11](=[CH:12][CH:13]=[CH:14][CH:15]=1)[N:10]([CH2:17][CH2:18][CH2:19][CH2:20][CH3:21])[C:9]3=[O:22])[C:26]1[CH:31]=[CH:30][CH:29]=[CH:28][CH:27]=1, predict the reactants needed to synthesize it. The reactants are: Br[C:2]1[CH:7]=[CH:6][C:5]2[C:8]3([CH2:23][O:24][C:4]=2[CH:3]=1)[C:16]1[C:11](=[CH:12][CH:13]=[CH:14][CH:15]=1)[N:10]([CH2:17][CH2:18][CH2:19][CH2:20][CH3:21])[C:9]3=[O:22].[NH2:25][C:26]1[CH:31]=[CH:30][CH:29]=[CH:28][CH:27]=1.CC1(C)C2C(=C(P(C3C=CC=CC=3)C3C=CC=CC=3)C=CC=2)OC2C(P(C3C=CC=CC=3)C3C=CC=CC=3)=CC=CC1=2. (4) Given the product [C:8]1([C:4](=[O:7])[CH:5]([Br:14])[CH3:6])[CH:13]=[CH:12][CH:11]=[CH:10][CH:9]=1, predict the reactants needed to synthesize it. The reactants are: C(Cl)Cl.[C:4]([C:8]1[CH:13]=[CH:12][CH:11]=[CH:10][CH:9]=1)(=[O:7])[CH2:5][CH3:6].[Br:14]Br.C(=O)([O-])O.[Na+]. (5) Given the product [Cl:1][C:2]1[CH:7]=[CH:6][CH:5]=[CH:4][C:3]=1[C:8]1[C:14]2[CH:15]=[C:16]([C:24]#[N:25])[C:17]([O:19][CH2:20][CH2:21][O:22][CH3:23])=[CH:18][C:13]=2[NH:12][C:11](=[S:36])[CH2:10][N:9]=1, predict the reactants needed to synthesize it. The reactants are: [Cl:1][C:2]1[CH:7]=[CH:6][CH:5]=[CH:4][C:3]=1[C:8]1[C:14]2[CH:15]=[C:16]([C:24]#[N:25])[C:17]([O:19][CH2:20][CH2:21][O:22][CH3:23])=[CH:18][C:13]=2[NH:12][C:11](=O)[CH2:10][N:9]=1.COC1C=CC(P2(SP(C3C=CC(OC)=CC=3)(=S)S2)=[S:36])=CC=1. (6) The reactants are: [Cl:1][C:2]1[CH:7]=[C:6](Cl)[CH:5]=[C:4]([Cl:9])[N:3]=1.[C:10]([O:14][C:15]([NH:17]C1CCNC1)=[O:16])([CH3:13])([CH3:12])[CH3:11].O.C[N:25]1[C:29](=O)[CH2:28][CH2:27][CH2:26]1. Given the product [Cl:1][C:2]1[CH:7]=[C:6]([N:25]2[CH2:26][CH2:27][CH2:28][CH:29]2[NH:17][C:15]([O:14][C:10]([CH3:13])([CH3:12])[CH3:11])=[O:16])[CH:5]=[C:4]([Cl:9])[N:3]=1, predict the reactants needed to synthesize it.